Dataset: Peptide-MHC class II binding affinity with 134,281 pairs from IEDB. Task: Regression. Given a peptide amino acid sequence and an MHC pseudo amino acid sequence, predict their binding affinity value. This is MHC class II binding data. (1) The peptide sequence is RGDSRLTYQWHKEGS. The MHC is HLA-DQA10501-DQB10302 with pseudo-sequence HLA-DQA10501-DQB10302. The binding affinity (normalized) is 0. (2) The MHC is HLA-DQA10201-DQB10303 with pseudo-sequence HLA-DQA10201-DQB10303. The peptide sequence is WENVPFCSHHFHELQ. The binding affinity (normalized) is 0.309. (3) The peptide sequence is QRIYGVRYTETWSFL. The MHC is DRB1_1302 with pseudo-sequence DRB1_1302. The binding affinity (normalized) is 0.524. (4) The peptide sequence is SQDLELSWNLNGLKAY. The MHC is DRB1_0802 with pseudo-sequence DRB1_0802. The binding affinity (normalized) is 0.272.